Regression. Given a peptide amino acid sequence and an MHC pseudo amino acid sequence, predict their binding affinity value. This is MHC class I binding data. From a dataset of Peptide-MHC class I binding affinity with 185,985 pairs from IEDB/IMGT. (1) The peptide sequence is TLLLWISVKV. The MHC is HLA-A02:01 with pseudo-sequence HLA-A02:01. The binding affinity (normalized) is 0.489. (2) The peptide sequence is KYQSPVNIF. The MHC is HLA-A02:06 with pseudo-sequence HLA-A02:06. The binding affinity (normalized) is 0.0847. (3) The peptide sequence is VLRLFVCFLI. The MHC is HLA-A02:03 with pseudo-sequence HLA-A02:03. The binding affinity (normalized) is 0.473. (4) The peptide sequence is VGTVYVKF. The MHC is Mamu-B52 with pseudo-sequence Mamu-B52. The binding affinity (normalized) is 0.932. (5) The peptide sequence is KQWSWFSLL. The MHC is HLA-B08:03 with pseudo-sequence HLA-B08:03. The binding affinity (normalized) is 0.0847. (6) The peptide sequence is NSDLGTWQM. The MHC is Mamu-A70103 with pseudo-sequence Mamu-A70103. The binding affinity (normalized) is 0.169. (7) The MHC is HLA-A02:06 with pseudo-sequence HLA-A02:06. The binding affinity (normalized) is 0. The peptide sequence is NPVPVGNIY. (8) The peptide sequence is LIPVSEVLLK. The MHC is HLA-A33:01 with pseudo-sequence HLA-A33:01. The binding affinity (normalized) is 0. (9) The peptide sequence is ITLFPSYQL. The MHC is HLA-B39:01 with pseudo-sequence HLA-B39:01. The binding affinity (normalized) is 0.0847.